From a dataset of Catalyst prediction with 721,799 reactions and 888 catalyst types from USPTO. Predict which catalyst facilitates the given reaction. (1) Reactant: [Br:1][C:2]1[CH:3]=[C:4]2[C:8](=[CH:9][CH:10]=1)[NH:7][CH:6]=[C:5]2/[C:11](/[C:23]#[N:24])=[CH:12]/[C:13]1[CH:14]=[C:15]([CH:18]=[CH:19][C:20]=1[O:21][CH3:22])[C:16]#[N:17].C(OC([N:32]1[CH2:37][CH2:36][N:35]([CH2:38][C:39](O)=[O:40])[CH2:34][CH2:33]1)=O)(C)(C)C.C1CN([P+](ON2N=NC3C=CC=CC2=3)(N2CCCC2)N2CCCC2)CC1.F[P-](F)(F)(F)(F)F.[ClH:75]. Product: [ClH:75].[Br:1][C:2]1[CH:3]=[C:4]2[C:8](=[CH:9][CH:10]=1)[N:7]([C:39](=[O:40])[CH2:38][N:35]1[CH2:36][CH2:37][NH:32][CH2:33][CH2:34]1)[CH:6]=[C:5]2/[C:11](/[C:23]#[N:24])=[CH:12]/[C:13]1[CH:14]=[C:15]([CH:18]=[CH:19][C:20]=1[O:21][CH3:22])[C:16]#[N:17]. The catalyst class is: 338. (2) Reactant: [NH2:1][CH2:2][CH2:3][C:4]1[CH:9]=[CH:8][C:7]([OH:10])=[CH:6][C:5]=1[O:11][CH2:12][O:13][CH3:14].C(=O)(O)[O-].[Na+].[C:20]([C:22]1[CH:23]=[CH:24][C:25]([O:32][CH3:33])=[C:26]([S:28](Cl)(=[O:30])=[O:29])[CH:27]=1)#[N:21]. Product: [C:20]([C:22]1[CH:23]=[CH:24][C:25]([O:32][CH3:33])=[C:26]([S:28]([NH:1][CH2:2][CH2:3][C:4]2[CH:9]=[CH:8][C:7]([OH:10])=[CH:6][C:5]=2[O:11][CH2:12][O:13][CH3:14])(=[O:30])=[O:29])[CH:27]=1)#[N:21]. The catalyst class is: 30.